Task: Binary Classification. Given a drug SMILES string, predict its activity (active/inactive) in a high-throughput screening assay against a specified biological target.. Dataset: HIV replication inhibition screening data with 41,000+ compounds from the AIDS Antiviral Screen The drug is COC(=O)CNC(=O)C(CC(C)C)NC(=O)C(CC(C)C)NC(=O)OC(C)(C)C. The result is 0 (inactive).